Predict the reaction yield, written as a fraction of the theoretical maximum amount of product (1.0 means a 100% yield; for example, 0.34 means a 34% yield). From a dataset of Reaction yield outcomes from USPTO patents with 853,638 reactions. The reactants are [N+:1]([C:4]1[CH:9]=[C:8]([CH2:10][Cl:11])[CH:7]=[CH:6][C:5]=1[S:12][C:13]1[C:14](=[CH:19][CH:20]=[CH:21][CH:22]=1)[C:15]([O:17][CH3:18])=[O:16])([O-])=O. The catalyst is CO.[Ni].C(Cl)(Cl)Cl. The product is [NH2:1][C:4]1[CH:9]=[C:8]([CH2:10][Cl:11])[CH:7]=[CH:6][C:5]=1[S:12][C:13]1[C:14](=[CH:19][CH:20]=[CH:21][CH:22]=1)[C:15]([O:17][CH3:18])=[O:16]. The yield is 0.556.